From a dataset of Catalyst prediction with 721,799 reactions and 888 catalyst types from USPTO. Predict which catalyst facilitates the given reaction. (1) Product: [O:1]1[CH:5]=[CH:4][CH:3]=[C:2]1[C:6]1[N:11]=[C:10]([C:12]2[S:17][C:16]3[CH:18]=[CH:19][CH:20]=[CH:21][C:15]=3[C:14](=[O:22])[N:13]=2)[CH:9]=[CH:8][CH:7]=1. Reactant: [O:1]1[CH:5]=[CH:4][CH:3]=[C:2]1[C:6]1[N:11]=[C:10]([C:12]#[N:13])[CH:9]=[CH:8][CH:7]=1.[C:14](OC)(=[O:22])[C:15]1[C:16](=[CH:18][CH:19]=[CH:20][CH:21]=1)[SH:17].C(N(CC)CC)C. The catalyst class is: 11. (2) Reactant: [O:1]=[C:2]1[CH2:11][CH2:10][CH2:9][C:8]2[CH:7]=[C:6]([C:12]#[N:13])[CH:5]=[CH:4][C:3]1=2.[Br:14]N1C(=O)CCC1=O.O.CC1C=CC(S(O)(=O)=O)=CC=1. Product: [Br:14][CH:11]1[CH2:10][CH2:9][C:8]2[CH:7]=[C:6]([C:12]#[N:13])[CH:5]=[CH:4][C:3]=2[C:2]1=[O:1]. The catalyst class is: 2. (3) Reactant: [CH3:1][NH:2][C:3]1[N:8]=[C:7]([C:9]2[S:10][CH:11]=[CH:12][CH:13]=2)[C:6]([C:14]#[C:15][Si](C)(C)C)=[CH:5][N:4]=1.C(=O)([O-])[O-].[K+].[K+]. Product: [C:14]([C:6]1[C:7]([C:9]2[S:10][CH:11]=[CH:12][CH:13]=2)=[N:8][C:3]([NH:2][CH3:1])=[N:4][CH:5]=1)#[CH:15]. The catalyst class is: 5.